From a dataset of Full USPTO retrosynthesis dataset with 1.9M reactions from patents (1976-2016). Predict the reactants needed to synthesize the given product. (1) Given the product [CH3:32][CH2:33][CH2:34][CH2:35][CH2:36]/[CH:37]=[CH:38]\[CH2:39]/[CH:40]=[CH:41]\[CH2:42][CH2:43][CH2:44][CH2:45][CH2:46][CH2:47][CH2:48][C:1](=[O:20])[CH2:2][CH2:3][CH2:4][CH2:5][CH2:6][CH2:7][CH2:8][CH2:9]/[CH:10]=[CH:11]\[CH2:12]/[CH:13]=[CH:14]\[CH2:15][CH2:16][CH2:17][CH2:18][CH3:21], predict the reactants needed to synthesize it. The reactants are: [C:1]([OH:20])(=O)[CH2:2][CH2:3][CH2:4][CH2:5][CH2:6][CH2:7][CH2:8]/[CH:9]=[CH:10]\[CH2:11]/[CH:12]=[CH:13]\[CH2:14][CH2:15][CH2:16][CH2:17][CH3:18].[C:21](Cl)(=O)C(Cl)=O.CN(C=O)C.[CH2:32]([Mg]Br)[CH2:33][CH2:34][CH2:35][CH2:36][CH2:37][CH2:38][CH2:39]/[CH:40]=[CH:41]\[CH2:42]/[CH:43]=[CH:44]\[CH2:45][CH2:46][CH2:47][CH2:48]C. (2) Given the product [F:1][C:2]1[CH:28]=[CH:27][C:5]2[N:6]=[C:7]([NH:9][C:10]3([C:23]([OH:25])=[O:24])[CH:15]=[CH:14][C:13]([C:16]4[CH:21]=[CH:20][CH:19]=[CH:18][CH:17]=4)=[CH:12][CH:11]3[Cl:22])[S:8][C:4]=2[CH:3]=1, predict the reactants needed to synthesize it. The reactants are: [F:1][C:2]1[CH:28]=[CH:27][C:5]2[N:6]=[C:7]([NH:9][C:10]3([C:23]([O:25]C)=[O:24])[CH:15]=[CH:14][C:13]([C:16]4[CH:21]=[CH:20][CH:19]=[CH:18][CH:17]=4)=[CH:12][CH:11]3[Cl:22])[S:8][C:4]=2[CH:3]=1.CO.O.[OH-].[Na+]. (3) Given the product [Br:13][C:14]1[C:15]([O:10][CH2:9][C:8]2[CH:11]=[CH:12][C:5]([O:4][CH3:3])=[CH:6][CH:7]=2)=[N:16][CH:17]=[CH:18][C:19]=1[CH3:20], predict the reactants needed to synthesize it. The reactants are: [H-].[Na+].[CH3:3][O:4][C:5]1[CH:12]=[CH:11][C:8]([CH2:9][OH:10])=[CH:7][CH:6]=1.[Br:13][C:14]1[C:15](Cl)=[N:16][CH:17]=[CH:18][C:19]=1[CH3:20]. (4) Given the product [Br:9][C:6]1[CH:7]=[C:2]([F:1])[C:3]2[N:4]([CH:18]=[C:19]([CH3:20])[N:8]=2)[CH:5]=1, predict the reactants needed to synthesize it. The reactants are: [F:1][C:2]1[C:3]([NH2:8])=[N:4][CH:5]=[CH:6][CH:7]=1.[Br:9]N1C(=O)CCC1=O.Cl[CH2:18][C:19](=O)[CH3:20]. (5) Given the product [Cl:1][C:2]1[CH:3]=[C:4]2[N:13]([S:14]([C:17]3[CH:23]=[CH:22][C:20]([CH3:21])=[CH:19][CH:18]=3)(=[O:16])=[O:15])[CH:12]=[CH:11][C:5]2=[N:6][C:7]=1[C:8](=[N:25][OH:26])[CH3:9], predict the reactants needed to synthesize it. The reactants are: [Cl:1][C:2]1[CH:3]=[C:4]2[N:13]([S:14]([C:17]3[CH:23]=[CH:22][C:20]([CH3:21])=[CH:19][CH:18]=3)(=[O:16])=[O:15])[CH:12]=[CH:11][C:5]2=[N:6][C:7]=1[C:8](=O)[CH3:9].Cl.[NH2:25][OH:26].CC([O-])=O.[Na+]. (6) Given the product [C:1]([O:5][C:6](=[O:20])[CH2:7][O:8][CH2:9][C:10]1[CH:15]=[C:14]([O:16][CH3:17])[CH:13]=[C:12]([CH3:18])[C:11]=1[B:31]1[O:32][C:33]([CH3:35])([CH3:34])[C:29]([CH3:36])([CH3:28])[O:30]1)([CH3:4])([CH3:3])[CH3:2], predict the reactants needed to synthesize it. The reactants are: [C:1]([O:5][C:6](=[O:20])[CH2:7][O:8][CH2:9][C:10]1[CH:15]=[C:14]([O:16][CH3:17])[CH:13]=[C:12]([CH3:18])[C:11]=1Br)([CH3:4])([CH3:3])[CH3:2].C(N(CC)CC)C.[CH3:28][C:29]1([CH3:36])[C:33]([CH3:35])([CH3:34])[O:32][BH:31][O:30]1.